Dataset: Forward reaction prediction with 1.9M reactions from USPTO patents (1976-2016). Task: Predict the product of the given reaction. (1) Given the reactants C([O:8][P:9]([O:19][C:20]1[C:21]([OH:43])=[C:22]([C:38]([O:40][CH2:41][CH3:42])=[O:39])[N:23]([C:30]2[CH:35]=[CH:34][C:33]([O:36][CH3:37])=[CH:32][CH:31]=2)[C:24]=1[C:25](=[O:29])[N:26]([CH3:28])[CH3:27])([O:11]CC1C=CC=CC=1)=[O:10])C1C=CC=CC=1, predict the reaction product. The product is: [CH3:28][N:26]([CH3:27])[C:25]([C:24]1[N:23]([C:30]2[CH:35]=[CH:34][C:33]([O:36][CH3:37])=[CH:32][CH:31]=2)[C:22]([C:38]([O:40][CH2:41][CH3:42])=[O:39])=[C:21]([OH:43])[C:20]=1[O:19][P:9]([OH:10])([OH:11])=[O:8])=[O:29]. (2) Given the reactants OC(C(F)(F)F)=O.[NH:8]1[CH2:11][CH:10]([NH:12][C:13](=[O:30])[CH2:14][NH:15][C:16]2[C:24]3[C:19](=[CH:20][CH:21]=[C:22]([C:25]([F:28])([F:27])[F:26])[CH:23]=3)[N:18]([CH3:29])[N:17]=2)[CH2:9]1.[OH:31][C:32]1([C:39]2[S:43][C:42]([CH:44]([CH3:46])[CH3:45])=[N:41][CH:40]=2)[CH2:37][CH2:36][C:35](=O)[CH2:34][CH2:33]1, predict the reaction product. The product is: [OH:31][C:32]1([C:39]2[S:43][C:42]([CH:44]([CH3:46])[CH3:45])=[N:41][CH:40]=2)[CH2:33][CH2:34][CH:35]([N:8]2[CH2:9][CH:10]([NH:12][C:13](=[O:30])[CH2:14][NH:15][C:16]3[C:24]4[C:19](=[CH:20][CH:21]=[C:22]([C:25]([F:27])([F:26])[F:28])[CH:23]=4)[N:18]([CH3:29])[N:17]=3)[CH2:11]2)[CH2:36][CH2:37]1. (3) Given the reactants O=[CH:2][C:3]1[CH:11]=[CH:10][C:8]([OH:9])=[C:5]([O:6][CH3:7])[CH:4]=1.[CH3:12][C:13](=[O:21])[CH2:14][CH2:15][CH2:16][CH2:17][CH2:18][CH2:19][CH3:20].C(O)(=O)C.N1CCCCC1, predict the reaction product. The product is: [OH:9][C:8]1[CH:10]=[CH:11][C:3](/[CH:2]=[CH:12]/[C:13](=[O:21])[CH2:14][CH2:15][CH2:16][CH2:17][CH2:18][CH2:19][CH3:20])=[CH:4][C:5]=1[O:6][CH3:7]. (4) Given the reactants [CH:1]1([C@H:6]2[C:33](=[O:34])[N:32]3[CH2:35][C@@H:29]([CH2:30][C@H:31]3[C:36]([NH:38][C@:39]3([C:44](=[O:52])[NH:45][S:46]([CH:49]4[CH2:51][CH2:50]4)(=[O:48])=[O:47])[CH2:41][C@H:40]3[CH:42]=[CH2:43])=[O:37])[O:28][C:18]3=[N:19][C:20]4[CH:21]=[CH:22][CH:23]=[CH:24][C:25]=4[C:26]([OH:27])=[C:17]3[CH2:16][CH:15]=[CH:14][CH2:13][CH2:12][C@@H:11]3[CH2:53][CH2:54][CH2:55][C@H:10]3[O:9][C:8](=[O:56])[NH:7]2)[CH2:5][CH2:4][CH2:3][CH2:2]1.C(N(CC)CC)C.[P:64](Cl)([O:69][CH2:70][CH3:71])([O:66][CH2:67][CH3:68])=[O:65], predict the reaction product. The product is: [P:64]([O:69][CH2:70][CH3:71])([O:66][CH2:67][CH3:68])([O:27][C:26]1[C:25]2[CH:24]=[CH:23][CH:22]=[CH:21][C:20]=2[N:19]=[C:18]2[O:28][C@H:29]3[CH2:35][N:32]([C:33](=[O:34])[C@H:6]([CH:1]4[CH2:5][CH2:4][CH2:3][CH2:2]4)[NH:7][C:8](=[O:56])[O:9][C@@H:10]4[CH2:55][CH2:54][CH2:53][C@H:11]4[CH2:12][CH2:13][CH:14]=[CH:15][CH2:16][C:17]=12)[C@H:31]([C:36](=[O:37])[NH:38][C@:39]1([C:44](=[O:52])[NH:45][S:46]([CH:49]2[CH2:50][CH2:51]2)(=[O:47])=[O:48])[CH2:41][C@H:40]1[CH:42]=[CH2:43])[CH2:30]3)=[O:65]. (5) Given the reactants [Cl:1][C:2]1[N:11]=[C:10](Cl)[CH:9]=[C:8]([CH3:13])[C:3]=1[C:4]([O:6][CH3:7])=[O:5].[CH3:14][C:15]1[C:23]2[C:18](=[CH:19][CH:20]=[CH:21][C:22]=2B2OC(C)(C)C(C)(C)O2)[N:17]([S:33]([C:36]2[CH:42]=[CH:41][C:39]([CH3:40])=[CH:38][CH:37]=2)(=[O:35])=[O:34])[CH:16]=1.[F-].[Cs+], predict the reaction product. The product is: [Cl:1][C:2]1[N:11]=[C:10]([C:22]2[CH:21]=[CH:20][CH:19]=[C:18]3[C:23]=2[C:15]([CH3:14])=[CH:16][N:17]3[S:33]([C:36]2[CH:42]=[CH:41][C:39]([CH3:40])=[CH:38][CH:37]=2)(=[O:35])=[O:34])[CH:9]=[C:8]([CH3:13])[C:3]=1[C:4]([O:6][CH3:7])=[O:5]. (6) Given the reactants [C:1]1([S:7](Cl)(=[O:9])=[O:8])[CH:6]=[CH:5][CH:4]=[CH:3][CH:2]=1.C(=O)([O-])[O-].[K+].[K+].C(#N)C.[C:20]([NH2:24])([CH3:23])([CH3:22])[CH3:21], predict the reaction product. The product is: [C:20]([NH:24][S:7]([C:1]1[CH:6]=[CH:5][CH:4]=[CH:3][CH:2]=1)(=[O:9])=[O:8])([CH3:23])([CH3:22])[CH3:21].